This data is from Forward reaction prediction with 1.9M reactions from USPTO patents (1976-2016). The task is: Predict the product of the given reaction. (1) The product is: [NH2:1][C:2]1[N:3]=[C:4]([NH:17][CH:18]2[CH2:19][CH2:20][N:21]([S:24]([CH2:27][CH2:28][CH2:29][C:30]3[NH:34][N:33]=[N:32][N:31]=3)(=[O:25])=[O:26])[CH2:22][CH2:23]2)[S:5][C:6]=1[C:7]([C:9]1[C:14]([F:15])=[CH:13][CH:12]=[CH:11][C:10]=1[F:16])=[O:8]. Given the reactants [NH2:1][C:2]1[N:3]=[C:4]([NH:17][CH:18]2[CH2:23][CH2:22][N:21]([S:24]([CH2:27][CH2:28][CH2:29][C:30]#[N:31])(=[O:26])=[O:25])[CH2:20][CH2:19]2)[S:5][C:6]=1[C:7]([C:9]1[C:14]([F:15])=[CH:13][CH:12]=[CH:11][C:10]=1[F:16])=[O:8].[N-:32]=[N+:33]=[N-:34].[Na+].[Cl-].[NH4+].O, predict the reaction product. (2) Given the reactants [CH3:1][O:2][C:3]1[CH:4]=[C:5]([NH2:14])[C:6](=[CH:10][C:11]=1[O:12][CH3:13])[C:7]([OH:9])=[O:8].CC1(C)O[C:21](=[O:22])[CH2:20][C:18](=[O:19])[O:17]1, predict the reaction product. The product is: [C:18]([CH2:20][C:21]([NH:14][C:5]1[CH:4]=[C:3]([O:2][CH3:1])[C:11]([O:12][CH3:13])=[CH:10][C:6]=1[C:7]([OH:9])=[O:8])=[O:22])([OH:19])=[O:17]. (3) Given the reactants [CH3:1][C:2]1[S:6][C:5](=[NH:7])[N:4]([CH2:8][C:9]2[C:18]3[C:13](=[CH:14][CH:15]=[CH:16][CH:17]=3)[CH:12]=[CH:11][CH:10]=2)[CH:3]=1.Br[CH2:20][C:21]1[CH:30]=[CH:29][CH:28]=[CH:27][C:22]=1[C:23]([O:25][CH3:26])=[O:24], predict the reaction product. The product is: [CH3:1][C:2]1[S:6]/[C:5](=[N:7]\[CH2:20][C:21]2[CH:30]=[CH:29][CH:28]=[CH:27][C:22]=2[C:23]([O:25][CH3:26])=[O:24])/[N:4]([CH2:8][C:9]2[C:18]3[C:13](=[CH:14][CH:15]=[CH:16][CH:17]=3)[CH:12]=[CH:11][CH:10]=2)[CH:3]=1. (4) Given the reactants [CH3:1][N:2]1[CH2:7][CH2:6][CH2:5][CH:4]([O:8][C:9]2[CH:14]=[CH:13][C:12]([NH:15]C(=O)C)=[C:11]([N+:19]([O-:21])=[O:20])[CH:10]=2)[CH2:3]1.[OH-].[Na+], predict the reaction product. The product is: [CH3:1][N:2]1[CH2:7][CH2:6][CH2:5][CH:4]([O:8][C:9]2[CH:14]=[CH:13][C:12]([NH2:15])=[C:11]([N+:19]([O-:21])=[O:20])[CH:10]=2)[CH2:3]1. (5) Given the reactants O[CH2:2][C@H:3]1[CH2:7][CH2:6][CH2:5][N:4]1[C:8]([O:10][C:11]([CH3:14])([CH3:13])[CH3:12])=[O:9].C(Br)(Br)(Br)[Br:16].C1C=CC(P(C2C=CC=CC=2)C2C=CC=CC=2)=CC=1, predict the reaction product. The product is: [Br:16][CH2:2][C@H:3]1[CH2:7][CH2:6][CH2:5][N:4]1[C:8]([O:10][C:11]([CH3:14])([CH3:13])[CH3:12])=[O:9]. (6) Given the reactants [Cl:1][C:2]1[CH:25]=[CH:24][C:5]([CH2:6][NH:7][C:8]([C:10]2[C:11](=[O:23])[C:12]3[S:19][C:18]([CH2:20]Cl)=[C:17]([CH3:22])[C:13]=3[N:14]([CH3:16])[CH:15]=2)=[O:9])=[CH:4][CH:3]=1.[OH:26][CH2:27][CH2:28][NH:29][CH2:30][CH:31]([OH:38])[C:32]1[CH:37]=[CH:36][CH:35]=[CH:34][CH:33]=1.C(N(C(C)C)CC)(C)C, predict the reaction product. The product is: [Cl:1][C:2]1[CH:25]=[CH:24][C:5]([CH2:6][NH:7][C:8]([C:10]2[C:11](=[O:23])[C:12]3[S:19][C:18]([CH2:20][N:29]([CH2:28][CH2:27][OH:26])[CH2:30][CH:31]([OH:38])[C:32]4[CH:37]=[CH:36][CH:35]=[CH:34][CH:33]=4)=[C:17]([CH3:22])[C:13]=3[N:14]([CH3:16])[CH:15]=2)=[O:9])=[CH:4][CH:3]=1.